This data is from Reaction yield outcomes from USPTO patents with 853,638 reactions. The task is: Predict the reaction yield, written as a fraction of the theoretical maximum amount of product (1.0 means a 100% yield; for example, 0.34 means a 34% yield). (1) The reactants are [H-].[H-].[H-].[H-].[Li+].[Al+3].[OH:7][C@@H:8]([CH2:14][CH2:15][CH2:16][CH3:17])[CH2:9][C:10](OC)=[O:11].O.[OH-].[Na+]. The catalyst is C1COCC1. The product is [CH2:10]([OH:11])[CH2:9][C@@H:8]([OH:7])[CH2:14][CH2:15][CH2:16][CH3:17]. The yield is 0.800. (2) The reactants are [CH3:1][O:2][C:3](=[O:24])[C:4]1[CH:9]=[C:8]([N+:10]([O-])=O)[C:7]([C:13]2[C:14]([F:20])=[N:15][CH:16]=[C:17]([CH3:19])[CH:18]=2)=[C:6]([N+:21]([O-])=O)[CH:5]=1. The catalyst is CO.[Pd]. The product is [CH3:1][O:2][C:3](=[O:24])[C:4]1[CH:5]=[C:6]([NH2:21])[C:7]([C:13]2[C:14]([F:20])=[N:15][CH:16]=[C:17]([CH3:19])[CH:18]=2)=[C:8]([NH2:10])[CH:9]=1. The yield is 0.990. (3) The reactants are C(OC([N:8]1[C:21]2[CH:20]=[CH:19][CH:18]=[C:17]([C:22]3[O:23][C:24]([N:29]4[CH2:34][CH2:33][O:32][CH2:31][CH2:30]4)=[CH:25][C:26](=[O:28])[CH:27]=3)[C:16]=2[S:15][C:14]2[C:9]1=[CH:10][CH:11]=[CH:12][CH:13]=2)=O)(C)(C)C.FC(F)(F)C(O)=O.C([O-])(O)=O.[Na+]. The catalyst is C(Cl)Cl. The product is [N:29]1([C:24]2[O:23][C:22]([C:17]3[C:16]4[S:15][C:14]5[C:9](=[CH:10][CH:11]=[CH:12][CH:13]=5)[NH:8][C:21]=4[CH:20]=[CH:19][CH:18]=3)=[CH:27][C:26](=[O:28])[CH:25]=2)[CH2:34][CH2:33][O:32][CH2:31][CH2:30]1. The yield is 0.837. (4) The reactants are [C:1]12([NH2:11])[CH2:10][CH:5]3[CH2:6][CH:7]([CH2:9][CH:3]([CH2:4]3)[CH2:2]1)[CH2:8]2.[NH2:12][C:13]1[N:18]=[CH:17][C:16]([CH:19]=O)=[CH:15][N:14]=1. No catalyst specified. The product is [C:1]12([NH:11][CH2:19][C:16]3[CH:15]=[N:14][C:13]([NH2:12])=[N:18][CH:17]=3)[CH2:8][CH:7]3[CH2:6][CH:5]([CH2:4][CH:3]([CH2:9]3)[CH2:2]1)[CH2:10]2. The yield is 0.650. (5) The reactants are [CH3:1][O:2][C:3]1[N:8]=[C:7]2[C:9]3([CH2:29][O:30][C:6]2=[CH:5][CH:4]=1)[C:17]1[C:12](=[CH:13][CH:14]=[CH:15][CH:16]=1)[N:11]([CH2:18][C:19]1[O:20][C:21]([C:24]([F:27])([F:26])[F:25])=[CH:22][CH:23]=1)[C:10]3=[O:28].ClC1C=C(C=CC=1)C(OO)=[O:36]. The catalyst is ClCCl. The product is [CH3:1][O:2][C:3]1[N+:8]([O-:36])=[C:7]2[C:9]3([CH2:29][O:30][C:6]2=[CH:5][CH:4]=1)[C:17]1[C:12](=[CH:13][CH:14]=[CH:15][CH:16]=1)[N:11]([CH2:18][C:19]1[O:20][C:21]([C:24]([F:27])([F:26])[F:25])=[CH:22][CH:23]=1)[C:10]3=[O:28]. The yield is 0.150.